Task: Predict the reactants needed to synthesize the given product.. Dataset: Full USPTO retrosynthesis dataset with 1.9M reactions from patents (1976-2016) (1) Given the product [CH2:24]([O:31][C:32](=[O:43])[CH:33]([C:37]1[CH:42]=[CH:41][CH:40]=[CH:39][CH:38]=1)[C:34]([N:11]([C:5]1[CH:6]=[CH:7][C:8]([O:9][CH3:10])=[C:3]([O:2][CH3:1])[CH:4]=1)[CH2:12][CH2:13][C:14]1[CH:19]=[CH:18][C:17]([C:20]([F:22])([F:21])[F:23])=[CH:16][CH:15]=1)=[O:35])[C:25]1[CH:26]=[CH:27][CH:28]=[CH:29][CH:30]=1, predict the reactants needed to synthesize it. The reactants are: [CH3:1][O:2][C:3]1[CH:4]=[C:5]([NH:11][CH2:12][CH2:13][C:14]2[CH:19]=[CH:18][C:17]([C:20]([F:23])([F:22])[F:21])=[CH:16][CH:15]=2)[CH:6]=[CH:7][C:8]=1[O:9][CH3:10].[CH2:24]([O:31][C:32](=[O:43])[CH:33]([C:37]1[CH:42]=[CH:41][CH:40]=[CH:39][CH:38]=1)[C:34](O)=[O:35])[C:25]1[CH:30]=[CH:29][CH:28]=[CH:27][CH:26]=1.CN(C(ON1N=NC2C=CC=CC1=2)=[N+](C)C)C.[B-](F)(F)(F)F.CCN(CC)CC. (2) Given the product [C:1]([C:5]1[CH:6]=[CH:7][C:8]([C:9]2[O:21][C:13]3[C:14]([N+:18]([O-:20])=[O:19])=[CH:15][CH:16]=[CH:17][C:12]=3[N:11]=2)=[CH:22][CH:23]=1)([CH3:2])([CH3:3])[CH3:4], predict the reactants needed to synthesize it. The reactants are: [C:1]([C:5]1[CH:23]=[CH:22][C:8]([C:9]([NH:11][C:12]2[CH:17]=[CH:16][CH:15]=[C:14]([N+:18]([O-:20])=[O:19])[C:13]=2[OH:21])=O)=[CH:7][CH:6]=1)([CH3:4])([CH3:3])[CH3:2].C1(C)C=CC(S([O-])(=O)=O)=CC=1.[NH+]1C=CC=CC=1.C(Cl)Cl. (3) Given the product [C:1]1([CH2:7][O:8][C:9]2[CH:10]=[C:11]([CH:16]=[C:17]([O:19][CH:20]3[CH2:25][CH2:24][O:23][CH2:22][CH2:21]3)[CH:18]=2)[C:12]([OH:14])=[O:13])[CH:2]=[CH:3][CH:4]=[CH:5][CH:6]=1, predict the reactants needed to synthesize it. The reactants are: [C:1]1([CH2:7][O:8][C:9]2[CH:10]=[C:11]([CH:16]=[C:17]([O:19][CH:20]3[CH2:25][CH2:24][O:23][CH2:22][CH2:21]3)[CH:18]=2)[C:12]([O:14]C)=[O:13])[CH:6]=[CH:5][CH:4]=[CH:3][CH:2]=1.CO.O.[OH-].[Li+]. (4) The reactants are: [F:1][C:2]1[CH:7]=[C:6]([N+:8]([O-])=O)[CH:5]=[CH:4][C:3]=1[S:11]([NH:14][C:15]1[C:16]([F:25])=[CH:17][C:18]2[CH2:22][O:21][B:20]([OH:23])[C:19]=2[CH:24]=1)(=[O:13])=[O:12].[H][H]. Given the product [NH2:8][C:6]1[CH:5]=[CH:4][C:3]([S:11]([NH:14][C:15]2[C:16]([F:25])=[CH:17][C:18]3[CH2:22][O:21][B:20]([OH:23])[C:19]=3[CH:24]=2)(=[O:12])=[O:13])=[C:2]([F:1])[CH:7]=1, predict the reactants needed to synthesize it. (5) Given the product [CH:9](=[N:8][CH:3]1[CH2:4][CH2:5][CH2:6][CH2:7][NH:1][CH2:2]1)[C:10]1[CH:15]=[CH:14][CH:13]=[CH:12][CH:11]=1, predict the reactants needed to synthesize it. The reactants are: [NH:1]1[CH2:7][CH2:6][CH2:5][CH2:4][CH:3]([NH2:8])[CH2:2]1.[CH:9](=O)[C:10]1[CH:15]=[CH:14][CH:13]=[CH:12][CH:11]=1.S([O-])([O-])(=O)=O.[Na+].[Na+].